From a dataset of Peptide-MHC class I binding affinity with 185,985 pairs from IEDB/IMGT. Regression. Given a peptide amino acid sequence and an MHC pseudo amino acid sequence, predict their binding affinity value. This is MHC class I binding data. (1) The peptide sequence is YRSDIVGTY. The MHC is HLA-A69:01 with pseudo-sequence HLA-A69:01. The binding affinity (normalized) is 0.0847. (2) The peptide sequence is GVTFQGKFKK. The MHC is HLA-A33:01 with pseudo-sequence HLA-A33:01. The binding affinity (normalized) is 0.0674. (3) The peptide sequence is AEYKLQQGTF. The MHC is HLA-B44:03 with pseudo-sequence HLA-B44:03. The binding affinity (normalized) is 0.585. (4) The binding affinity (normalized) is 0. The MHC is HLA-B18:01 with pseudo-sequence HLA-B18:01. The peptide sequence is KAAFDLSHFL. (5) The peptide sequence is QSDIAGAIH. The MHC is HLA-B40:01 with pseudo-sequence HLA-B40:01. The binding affinity (normalized) is 0.0847. (6) The peptide sequence is FHNEFTQRL. The MHC is HLA-B18:01 with pseudo-sequence HLA-B18:01. The binding affinity (normalized) is 0.0847.